This data is from Forward reaction prediction with 1.9M reactions from USPTO patents (1976-2016). The task is: Predict the product of the given reaction. (1) Given the reactants [OH:1][C:2]1[CH:9]=[C:8]([OH:10])[C:7]([C:11]2(O)[C:19]3[C:14](=[CH:15][CH:16]=[CH:17][CH:18]=3)[N:13]([CH2:20][C:21]3[CH:26]=[CH:25][C:24]([O:27][CH3:28])=[CH:23][CH:22]=3)[C:12]2=[O:29])=[CH:6][C:3]=1[C:4]#[N:5].C([SiH](CC)CC)C.FC(F)(F)C(O)=O, predict the reaction product. The product is: [OH:1][C:2]1[CH:9]=[C:8]([OH:10])[C:7]([CH:11]2[C:19]3[C:14](=[CH:15][CH:16]=[CH:17][CH:18]=3)[N:13]([CH2:20][C:21]3[CH:22]=[CH:23][C:24]([O:27][CH3:28])=[CH:25][CH:26]=3)[C:12]2=[O:29])=[CH:6][C:3]=1[C:4]#[N:5]. (2) Given the reactants [Cl:1][C:2]1[CH:7]=[CH:6][CH:5]=[CH:4][C:3]=1[NH:8][C:9]1[C:18]2[C:13](=[CH:14][CH:15]=[CH:16][CH:17]=2)[N:12]2[N:19]=[CH:20][C:21]([C:22](O)=[O:23])=[C:11]2[N:10]=1.C1C=CC2N(O)N=[N:31]C=2C=1.CCN=C=NCCCN(C)C.[Cl-].[NH4+].CCN(C(C)C)C(C)C.CCN(C(C)C)C(C)C.[Cl-].[NH4+].C1C=CC2N(O)N=NC=2C=1.CCN=C=NCCCN(C)C, predict the reaction product. The product is: [Cl:1][C:2]1[CH:7]=[CH:6][CH:5]=[CH:4][C:3]=1[NH:8][C:9]1[C:18]2[C:13](=[CH:14][CH:15]=[CH:16][CH:17]=2)[N:12]2[N:19]=[CH:20][C:21]([C:22]([NH2:31])=[O:23])=[C:11]2[N:10]=1. (3) The product is: [Br:22][C:18]1[C:19]([F:21])=[CH:20][C:12]([O:10][C:3]2[CH:4]=[CH:5][C:6]([O:8][CH3:9])=[CH:7][C:2]=2[F:1])=[C:13]([CH:17]=1)[C:14]([OH:16])=[O:15]. Given the reactants [F:1][C:2]1[CH:7]=[C:6]([O:8][CH3:9])[CH:5]=[CH:4][C:3]=1[OH:10].Br[C:12]1[CH:20]=[C:19]([F:21])[C:18]([Br:22])=[CH:17][C:13]=1[C:14]([OH:16])=[O:15].C(OCC)(=O)C.C(=O)([O-])[O-].[Cs+].[Cs+], predict the reaction product. (4) Given the reactants Br[C:2]1[CH:3]=[C:4]2[C:9](=[C:10]([Cl:12])[CH:11]=1)[N:8]=[C:7]([Cl:13])[N:6]=[CH:5]2.[CH3:14][O:15][C:16]1[CH:17]=[C:18](B(O)O)[CH:19]=[C:20]([O:22][CH3:23])[CH:21]=1.C(=O)([O-])[O-].[Cs+].[Cs+], predict the reaction product. The product is: [Cl:13][C:7]1[N:6]=[CH:5][C:4]2[C:9](=[C:10]([Cl:12])[CH:11]=[C:2]([C:18]3[CH:17]=[C:16]([O:15][CH3:14])[CH:21]=[C:20]([O:22][CH3:23])[CH:19]=3)[CH:3]=2)[N:8]=1. (5) Given the reactants [CH:1]([C:3]1[CH:8]=[CH:7][C:6]([N:9]([C:16]2[CH:21]=[CH:20][C:19]([CH:22]=[O:23])=[CH:18][CH:17]=2)[C:10]2[CH:15]=[CH:14][CH:13]=[CH:12][CH:11]=2)=[CH:5][CH:4]=1)=[O:2].[BH4-].[Na+], predict the reaction product. The product is: [OH:23][CH2:22][C:19]1[CH:20]=[CH:21][C:16]([N:9]([C:6]2[CH:5]=[CH:4][C:3]([CH2:1][OH:2])=[CH:8][CH:7]=2)[C:10]2[CH:15]=[CH:14][CH:13]=[CH:12][CH:11]=2)=[CH:17][CH:18]=1.